This data is from Catalyst prediction with 721,799 reactions and 888 catalyst types from USPTO. The task is: Predict which catalyst facilitates the given reaction. Product: [C:12]([C:5]1[CH:4]=[CH:3][C:2]([CH3:1])=[CH:7][C:6]=1[CH2:8][C:9]([OH:11])=[O:10])#[CH:13]. Reactant: [CH3:1][C:2]1[CH:3]=[CH:4][C:5]([C:12]#[C:13][Si](C)(C)C)=[C:6]([CH2:8][C:9]([OH:11])=[O:10])[CH:7]=1.C(=O)([O-])[O-].[K+].[K+]. The catalyst class is: 5.